This data is from Full USPTO retrosynthesis dataset with 1.9M reactions from patents (1976-2016). The task is: Predict the reactants needed to synthesize the given product. (1) Given the product [CH3:1][O:2][C:3]1[CH:8]=[CH:7][C:6]([CH2:9][N:10]2[C:15](=[O:16])[CH2:14][CH:12]([C:11]([O:20][CH3:21])=[O:19])[CH2:13]2)=[CH:5][CH:4]=1, predict the reactants needed to synthesize it. The reactants are: [CH3:1][O:2][C:3]1[CH:8]=[CH:7][C:6]([CH2:9][NH2:10])=[CH:5][CH:4]=1.[C:11]([O:20][CH3:21])(=[O:19])[C:12]([CH2:14][C:15](OC)=[O:16])=[CH2:13]. (2) Given the product [CH3:19][CH:17]1[CH2:18][CH:16]1[C:14](=[O:13])[CH2:2][C:1]#[N:3], predict the reactants needed to synthesize it. The reactants are: [C:1](#[N:3])[CH3:2].CC(C)(C)C[O-].[K+].C([O:13][C:14]([CH:16]1[CH2:18][CH:17]1[CH3:19])=O)C. (3) Given the product [CH3:35][O:34][C:27]1[CH:28]=[C:29]([CH2:31][O:32][CH3:33])[CH:30]=[C:25]([O:24][CH3:23])[C:26]=1[C:2]1[N:7]2[N:8]=[C:9]([CH2:19][O:20][CH3:21])[C:10]([NH:11][C:12](=[O:18])[O:13][C:14]([CH3:17])([CH3:16])[CH3:15])=[C:6]2[CH:5]=[CH:4][CH:3]=1, predict the reactants needed to synthesize it. The reactants are: Br[C:2]1[N:7]2[N:8]=[C:9]([CH2:19][O:20][CH3:21])[C:10]([NH:11][C:12](=[O:18])[O:13][C:14]([CH3:17])([CH3:16])[CH3:15])=[C:6]2[CH:5]=[CH:4][CH:3]=1.O.[CH3:23][O:24][C:25]1[CH:30]=[C:29]([CH2:31][O:32][CH3:33])[CH:28]=[C:27]([O:34][CH3:35])[C:26]=1OB(O)O.O.O.O.O.O.O.O.O.[OH-].[Ba+2].[OH-]. (4) Given the product [F:26][C@H:27]1[C@@H:32]([NH:33][C:34]2[CH:35]=[CH:36][CH:37]=[C:38]3[C:43]=2[N:42]=[C:41]([C:44]2[N:48]4[CH:49]=[CH:50][C:51]([O:53][CH2:54][CH2:55][O:56][CH3:57])=[CH:52][C:47]4=[N:46][CH:45]=2)[CH:40]=[CH:39]3)[CH2:31][CH2:30][NH:29][CH2:28]1, predict the reactants needed to synthesize it. The reactants are: COCCOC1C=CN2C(C3C=CC4C(=C(N)C=CC=4)N=3)=CN=C2C=1.[F:26][C@H:27]1[C@@H:32]([NH:33][C:34]2[CH:35]=[CH:36][CH:37]=[C:38]3[C:43]=2[N:42]=[C:41]([C:44]2[N:48]4[CH:49]=[CH:50][C:51]([O:53][CH2:54][CH2:55][O:56][CH3:57])=[CH:52][C:47]4=[N:46][CH:45]=2)[CH:40]=[CH:39]3)[CH2:31][CH2:30][N:29](C(OC(C)(C)C)=O)[CH2:28]1.Cl.O1CCOCC1. (5) Given the product [OH:8][CH:1]([C:9]1[CH:18]=[C:17]2[C:12]([CH:13]=[CH:14][CH:15]=[C:16]2[N:19]2[CH2:24][CH2:23][N:22]([CH3:25])[CH2:21][CH2:20]2)=[CH:11][CH:10]=1)[C:2]1[CH:3]=[CH:4][CH:5]=[CH:6][CH:7]=1, predict the reactants needed to synthesize it. The reactants are: [C:1]([C:9]1[CH:18]=[C:17]2[C:12]([CH:13]=[CH:14][CH:15]=[C:16]2[N:19]2[CH2:24][CH2:23][N:22]([CH3:25])[CH2:21][CH2:20]2)=[CH:11][CH:10]=1)(=[O:8])[C:2]1[CH:7]=[CH:6][CH:5]=[CH:4][CH:3]=1.[BH4-].[Na+]. (6) Given the product [OH:3][CH:2]([CH2:4][O:5][Si:24]([CH3:27])([CH3:26])[C:20]([CH3:23])([CH3:22])[CH3:21])[C:1]([O:7][CH2:8][C:9]1[CH:14]=[CH:13][CH:12]=[CH:11][CH:10]=1)=[O:6], predict the reactants needed to synthesize it. The reactants are: [C:1]([O:7][CH2:8][C:9]1[CH:14]=[CH:13][CH:12]=[CH:11][CH:10]=1)(=[O:6])[CH:2]([CH2:4][OH:5])[OH:3].N1C=CN=C1.[C:20]([Si:24]([CH3:27])([CH3:26])Cl)([CH3:23])([CH3:22])[CH3:21].